From a dataset of Reaction yield outcomes from USPTO patents with 853,638 reactions. Predict the reaction yield, written as a fraction of the theoretical maximum amount of product (1.0 means a 100% yield; for example, 0.34 means a 34% yield). (1) The reactants are [CH3:1][C:2]1[C:6]([C:7]([NH2:9])=[O:8])=[C:5]([NH:10][C:11](=O)[CH2:12][CH:13]([CH3:15])[CH3:14])[S:4][N:3]=1.Cl. The catalyst is N. The product is [CH2:12]([C:11]1[NH:9][C:7](=[O:8])[C:6]2[C:2]([CH3:1])=[N:3][S:4][C:5]=2[N:10]=1)[CH:13]([CH3:15])[CH3:14]. The yield is 0.260. (2) The reactants are [C:1]([C:4]1[S:8][C:7]([C:9]([OH:11])=[O:10])=[CH:6][CH:5]=1)(=[O:3])[CH3:2].[CH3:12][C:13](O)([CH3:15])[CH3:14].CCN=C=NCCCN(C)C.O. The catalyst is CC(N(C)C)=O.CN(C1C=CN=CC=1)C. The product is [C:1]([C:4]1[S:8][C:7]([C:9]([O:11][C:13]([CH3:15])([CH3:14])[CH3:12])=[O:10])=[CH:6][CH:5]=1)(=[O:3])[CH3:2]. The yield is 0.720.